Dataset: Catalyst prediction with 721,799 reactions and 888 catalyst types from USPTO. Task: Predict which catalyst facilitates the given reaction. (1) Reactant: [BH4-].[Na+].[CH3:3][C:4]1[CH:5]=[C:6]([C:21]2[CH:22]=[N:23][N:24]([CH:26]3[CH2:31][CH2:30][C:29](=[O:32])[CH2:28][CH2:27]3)[CH:25]=2)[CH:7]=[C:8]([NH:10][C:11]2[N:16]=[C:15]([C:17]([F:20])([F:19])[F:18])[CH:14]=[CH:13][N:12]=2)[CH:9]=1. Product: [CH3:3][C:4]1[CH:5]=[C:6]([C:21]2[CH:22]=[N:23][N:24]([C@@H:26]3[CH2:31][CH2:30][C@H:29]([OH:32])[CH2:28][CH2:27]3)[CH:25]=2)[CH:7]=[C:8]([NH:10][C:11]2[N:16]=[C:15]([C:17]([F:20])([F:19])[F:18])[CH:14]=[CH:13][N:12]=2)[CH:9]=1. The catalyst class is: 191. (2) Reactant: [Cl:1][C:2]1[CH:3]=[C:4]([C:23]([O:25][CH3:26])=[O:24])[C:5]([CH3:22])=[C:6]([NH:8][CH:9]2[CH2:14][CH2:13][N:12]([C:15]([O:17][C:18]([CH3:21])([CH3:20])[CH3:19])=[O:16])[CH2:11][CH2:10]2)[CH:7]=1.[CH:27](=O)[CH3:28].C(O)(=O)C.C(O[BH-](OC(=O)C)OC(=O)C)(=O)C.[Na+].C([O-])(O)=O.[Na+]. Product: [Cl:1][C:2]1[CH:3]=[C:4]([C:23]([O:25][CH3:26])=[O:24])[C:5]([CH3:22])=[C:6]([N:8]([CH2:27][CH3:28])[CH:9]2[CH2:14][CH2:13][N:12]([C:15]([O:17][C:18]([CH3:19])([CH3:20])[CH3:21])=[O:16])[CH2:11][CH2:10]2)[CH:7]=1. The catalyst class is: 325. (3) Reactant: CCN(C(C)C)C(C)C.[F:10][CH:11]([F:41])[C:12]1[N:16]([C:17]2[N:22]=[C:21]([N:23]3[CH2:28][CH2:27][O:26][CH2:25][CH2:24]3)[N:20]=[C:19]([N:29]3[CH2:34][CH2:33][NH:32][CH2:31][CH2:30]3)[N:18]=2)[C:15]2[CH:35]=[CH:36][CH:37]=[C:38]([O:39][CH3:40])[C:14]=2[N:13]=1.[Cl-].Cl[S:44]([CH2:47][CH2:48][C:49]1[CH:54]=[CH:53][NH+:52]=[CH:51][CH:50]=1)(=[O:46])=[O:45].O. The catalyst class is: 2. Product: [F:41][CH:11]([F:10])[C:12]1[N:16]([C:17]2[N:22]=[C:21]([N:23]3[CH2:24][CH2:25][O:26][CH2:27][CH2:28]3)[N:20]=[C:19]([N:29]3[CH2:34][CH2:33][N:32]([S:44]([CH2:47][CH2:48][C:49]4[CH:50]=[CH:51][N:52]=[CH:53][CH:54]=4)(=[O:45])=[O:46])[CH2:31][CH2:30]3)[N:18]=2)[C:15]2[CH:35]=[CH:36][CH:37]=[C:38]([O:39][CH3:40])[C:14]=2[N:13]=1.